Task: Regression. Given a peptide amino acid sequence and an MHC pseudo amino acid sequence, predict their binding affinity value. This is MHC class I binding data.. Dataset: Peptide-MHC class I binding affinity with 185,985 pairs from IEDB/IMGT (1) The peptide sequence is EDQFLPFMS. The MHC is HLA-B40:01 with pseudo-sequence HLA-B40:01. The binding affinity (normalized) is 0.201. (2) The peptide sequence is WLKEKHEEL. The MHC is HLA-B40:01 with pseudo-sequence HLA-B40:01. The binding affinity (normalized) is 0.0847. (3) The peptide sequence is YQAENSTAE. The MHC is HLA-B08:01 with pseudo-sequence HLA-B08:01. The binding affinity (normalized) is 0.213. (4) The MHC is HLA-B08:01 with pseudo-sequence HLA-B08:01. The peptide sequence is LQQSKPASL. The binding affinity (normalized) is 0.672.